From a dataset of Forward reaction prediction with 1.9M reactions from USPTO patents (1976-2016). Predict the product of the given reaction. (1) Given the reactants Br[N:2]1[C:6](=[O:7])[CH2:5][CH2:4][C:3]1=[O:8].[C:9]([CH2:11][CH2:12][S:13][S:13][CH2:12][CH2:11][C:9]#[N:10])#[N:10].CCCCCC, predict the reaction product. The product is: [C:9]([CH2:11][CH2:12][S:13][N:2]1[C:6](=[O:7])[CH2:5][CH2:4][C:3]1=[O:8])#[N:10]. (2) The product is: [Cl:12][C:11]1[N:10]=[C:17]([Cl:18])[N:16]=[C:14]([NH:1][CH:2]2[NH:6][C:5](=[O:7])[N:4]([CH3:8])[C:3]2=[O:9])[N:13]=1. Given the reactants [NH2:1][CH:2]1[NH:6][C:5](=[O:7])[N:4]([CH3:8])[C:3]1=[O:9].[N:10]1[C:17]([Cl:18])=[N:16][C:14](Cl)=[N:13][C:11]=1[Cl:12].C(=O)(O)[O-].[Na+], predict the reaction product. (3) Given the reactants [CH:1]([N:4]1[C:8]([C:9]2[S:10][C:11]3[CH2:12][CH2:13][O:14][C:15]4[CH:22]=[C:21]([CH2:23][NH2:24])[CH:20]=[CH:19][C:16]=4[C:17]=3[N:18]=2)=[N:7][C:6]([CH3:25])=[N:5]1)([CH3:3])[CH3:2].[O-:26][C:27]#[N:28].[K+], predict the reaction product. The product is: [CH:1]([N:4]1[C:8]([C:9]2[S:10][C:11]3[CH2:12][CH2:13][O:14][C:15]4[CH:22]=[C:21]([CH2:23][NH:24][C:27]([NH2:28])=[O:26])[CH:20]=[CH:19][C:16]=4[C:17]=3[N:18]=2)=[N:7][C:6]([CH3:25])=[N:5]1)([CH3:3])[CH3:2]. (4) Given the reactants [CH3:1][O:2][C:3]([C:5]1([C:8]2[CH:28]=[CH:27][C:11]([CH2:12][N:13]3[C:21]4[C:16](=[CH:17][C:18]([C:22](O)=[O:23])=[CH:19][CH:20]=4)[C:15]([CH3:25])=[C:14]3[CH3:26])=[CH:10][CH:9]=2)[CH2:7][CH2:6]1)=[O:4].[Br:29][C:30]1[CH:31]=[C:32]([C@@H:36]([NH2:38])[CH3:37])[CH:33]=[CH:34][CH:35]=1.CCN(C(C)C)C(C)C.CN(C(ON1N=NC2C=CC=NC1=2)=[N+](C)C)C.F[P-](F)(F)(F)(F)F, predict the reaction product. The product is: [Br:29][C:30]1[CH:31]=[C:32]([C@@H:36]([NH:38][C:22]([C:18]2[CH:17]=[C:16]3[C:21](=[CH:20][CH:19]=2)[N:13]([CH2:12][C:11]2[CH:27]=[CH:28][C:8]([C:5]4([C:3]([O:2][CH3:1])=[O:4])[CH2:7][CH2:6]4)=[CH:9][CH:10]=2)[C:14]([CH3:26])=[C:15]3[CH3:25])=[O:23])[CH3:37])[CH:33]=[CH:34][CH:35]=1. (5) Given the reactants [NH2:1][C:2]1[C:3]([C:9]([OH:11])=O)=[N:4][CH:5]=[C:6]([Br:8])[CH:7]=1.[CH3:12][NH2:13].[CH3:14][C@H:15]1[CH2:20][CH2:19][CH2:18][N:17]([CH2:21][CH2:22][CH2:23][O:24][C:25]2[CH:32]=[CH:31][C:28]([CH:29]=O)=[CH:27][CH:26]=2)[CH2:16]1, predict the reaction product. The product is: [Br:8][C:6]1[CH:5]=[N:4][C:3]2[C:9](=[O:11])[N:13]([CH3:12])[C:29]([C:28]3[CH:31]=[CH:32][C:25]([O:24][CH2:23][CH2:22][CH2:21][N:17]4[CH2:18][CH2:19][CH2:20][C@H:15]([CH3:14])[CH2:16]4)=[CH:26][CH:27]=3)=[N:1][C:2]=2[CH:7]=1. (6) Given the reactants [I:1][C:2]1[CH:3]=[C:4]([N:8]2[CH2:12][C:11](=[O:13])[NH:10][C:9]2=[O:14])[CH:5]=[CH:6][CH:7]=1.[H-].[Na+].[CH2:17](Br)[C:18]1[CH:23]=[CH:22][CH:21]=[CH:20][CH:19]=1.Cl, predict the reaction product. The product is: [CH2:17]([N:10]1[C:11](=[O:13])[CH2:12][N:8]([C:4]2[CH:5]=[CH:6][CH:7]=[C:2]([I:1])[CH:3]=2)[C:9]1=[O:14])[C:18]1[CH:23]=[CH:22][CH:21]=[CH:20][CH:19]=1. (7) Given the reactants C([N:8]1[CH2:13][CH2:12][C:11]2([N:17]3[N:18]=[C:19]([C:24]4[CH:29]=[CH:28][C:27]([O:30][C:31]5[CH:36]=[CH:35][CH:34]=[CH:33][CH:32]=5)=[CH:26][CH:25]=4)[C:20]([C:21]([NH2:23])=[O:22])=[C:16]3[NH:15][CH2:14]2)[CH2:10][CH2:9]1)C1C=CC=CC=1, predict the reaction product. The product is: [O:30]([C:27]1[CH:26]=[CH:25][C:24]([C:19]2[C:20]([C:21]([NH2:23])=[O:22])=[C:16]3[NH:15][CH2:14][C:11]4([CH2:10][CH2:9][NH:8][CH2:13][CH2:12]4)[N:17]3[N:18]=2)=[CH:29][CH:28]=1)[C:31]1[CH:36]=[CH:35][CH:34]=[CH:33][CH:32]=1.